Predict the product of the given reaction. From a dataset of Forward reaction prediction with 1.9M reactions from USPTO patents (1976-2016). (1) Given the reactants [Si:1]([O:8][C@H:9]1[C@@H:13]([O:14][Si:15]([C:18]([CH3:21])([CH3:20])[CH3:19])([CH3:17])[CH3:16])[C@H:12]([N:22]2[CH:27]=[CH:26][C:25](=[O:28])[N:24]([CH2:29][C:30]3[CH:35]=[CH:34][C:33]([O:36][CH3:37])=[CH:32][CH:31]=3)[C:23]2=[O:38])[O:11][CH:10]1[C@H:39]([OH:72])[C@@H:40]([C:65]([O:67][C:68]([CH3:71])([CH3:70])[CH3:69])=[O:66])[NH:41][CH2:42][CH2:43][CH2:44][NH:45][C:46](=[O:64])[C@H:47]([C@@H:59]([OH:63])[CH:60]([CH3:62])[CH3:61])[NH:48]C(=O)OCC1C=CC=CC=1)([C:4]([CH3:7])([CH3:6])[CH3:5])([CH3:3])[CH3:2], predict the reaction product. The product is: [NH2:48][C@@H:47]([C@@H:59]([OH:63])[CH:60]([CH3:61])[CH3:62])[C:46]([NH:45][CH2:44][CH2:43][CH2:42][NH:41][C@@H:40]([C@H:39]([CH:10]1[C@@H:9]([O:8][Si:1]([C:4]([CH3:5])([CH3:6])[CH3:7])([CH3:2])[CH3:3])[C@@H:13]([O:14][Si:15]([C:18]([CH3:19])([CH3:20])[CH3:21])([CH3:16])[CH3:17])[C@H:12]([N:22]2[CH:27]=[CH:26][C:25](=[O:28])[N:24]([CH2:29][C:30]3[CH:35]=[CH:34][C:33]([O:36][CH3:37])=[CH:32][CH:31]=3)[C:23]2=[O:38])[O:11]1)[OH:72])[C:65]([O:67][C:68]([CH3:70])([CH3:71])[CH3:69])=[O:66])=[O:64]. (2) Given the reactants [I:1][C:2]1[CH:3]=[C:4]([NH:8][C:9]([NH:11][CH2:12][C:13]([O:15]CC)=O)=[O:10])[CH:5]=[CH:6][CH:7]=1.[H-].[Na+].Cl, predict the reaction product. The product is: [I:1][C:2]1[CH:3]=[C:4]([N:8]2[C:13](=[O:15])[CH2:12][NH:11][C:9]2=[O:10])[CH:5]=[CH:6][CH:7]=1. (3) The product is: [NH2:1][CH2:4][C@H:5]([NH:19][C:20](=[O:29])[C@H:21]([C:23]1[CH:24]=[CH:25][CH:26]=[CH:27][CH:28]=1)[CH3:22])[C:6]1[CH:7]=[CH:8][C:9]([O:12][CH2:13][CH:14]([CH3:18])[CH2:15][CH2:16][CH3:17])=[CH:10][CH:11]=1. Given the reactants [N:1]([CH2:4][C@H:5]([NH:19][C:20](=[O:29])[C@H:21]([C:23]1[CH:28]=[CH:27][CH:26]=[CH:25][CH:24]=1)[CH3:22])[C:6]1[CH:11]=[CH:10][C:9]([O:12][CH2:13][CH:14]([CH3:18])[CH2:15][CH2:16][CH3:17])=[CH:8][CH:7]=1)=[N+]=[N-], predict the reaction product. (4) Given the reactants [NH2:1][C:2]1[C:3]([C:7]2[N:8]([CH2:30][CH3:31])[C:9]3[CH:14]=[C:13]([O:15][CH2:16][CH2:17][CH2:18][CH2:19][NH:20][C:21](=[O:27])[O:22][C:23]([CH3:26])([CH3:25])[CH3:24])[N:12]=[C:11](Cl)[C:10]=3[N:29]=2)=[N:4][O:5][N:6]=1.[OH:32][C:33]([CH3:37])([C:35]#[CH:36])[CH3:34].C(N(CC)CC)C, predict the reaction product. The product is: [NH2:1][C:2]1[C:3]([C:7]2[N:8]([CH2:30][CH3:31])[C:9]3[CH:14]=[C:13]([O:15][CH2:16][CH2:17][CH2:18][CH2:19][NH:20][C:21](=[O:27])[O:22][C:23]([CH3:26])([CH3:25])[CH3:24])[N:12]=[C:11]([C:36]#[C:35][C:33]([OH:32])([CH3:37])[CH3:34])[C:10]=3[N:29]=2)=[N:4][O:5][N:6]=1. (5) Given the reactants [C:1]([O:5][C:6](=[O:27])[C:7]([S:10][C:11]1[S:12][CH:13]=[C:14]([CH2:16][CH2:17][NH:18][C:19]2[N:24]=[CH:23][C:22]([CH2:25][CH3:26])=[CH:21][N:20]=2)[N:15]=1)([CH3:9])[CH3:8])([CH3:4])([CH3:3])[CH3:2].[Br:28][C:29]1[CH:34]=[CH:33][C:32]([CH2:35]Br)=[CH:31][CH:30]=1.CC(C)([O-])C.[K+].O, predict the reaction product. The product is: [C:1]([O:5][C:6](=[O:27])[C:7]([S:10][C:11]1[S:12][CH:13]=[C:14]([CH2:16][CH2:17][N:18]([CH2:35][C:32]2[CH:33]=[CH:34][C:29]([Br:28])=[CH:30][CH:31]=2)[C:19]2[N:20]=[CH:21][C:22]([CH2:25][CH3:26])=[CH:23][N:24]=2)[N:15]=1)([CH3:9])[CH3:8])([CH3:2])([CH3:3])[CH3:4].